This data is from Reaction yield outcomes from USPTO patents with 853,638 reactions. The task is: Predict the reaction yield, written as a fraction of the theoretical maximum amount of product (1.0 means a 100% yield; for example, 0.34 means a 34% yield). (1) The reactants are [F:1][C:2]1[CH:8]=[CH:7][CH:6]=[CH:5][C:3]=1[NH2:4].C(=O)(O)[O-].[Na+].[I:14]I.S([O-])(O)=O. The catalyst is O.CCCCCC.C(Cl)Cl. The product is [F:1][C:2]1[CH:8]=[C:7]([I:14])[CH:6]=[CH:5][C:3]=1[NH2:4]. The yield is 0.560. (2) The reactants are [NH2:1][C:2]1[CH:7]=[C:6]([Br:8])[CH:5]=[CH:4][C:3]=1[NH:9][CH2:10][CH2:11][NH:12][C:13](=[O:19])[O:14][C:15]([CH3:18])([CH3:17])[CH3:16].[CH:20](OCC)(OCC)OCC. No catalyst specified. The product is [Br:8][C:6]1[CH:5]=[CH:4][C:3]2[N:9]([CH2:10][CH2:11][NH:12][C:13](=[O:19])[O:14][C:15]([CH3:16])([CH3:18])[CH3:17])[CH:20]=[N:1][C:2]=2[CH:7]=1. The yield is 0.610. (3) The reactants are [CH2:1]([O:3][C:4]([C:6]1[CH:7]=[N:8][C:9]2[C:14]([C:15]=1Cl)=[CH:13][CH:12]=[CH:11][C:10]=2[O:17][CH3:18])=[O:5])[CH3:2].[CH:19]1([NH2:22])[CH2:21][CH2:20]1. No catalyst specified. The product is [CH2:1]([O:3][C:4]([C:6]1[CH:7]=[N:8][C:9]2[C:14]([C:15]=1[NH:22][CH:19]1[CH2:21][CH2:20]1)=[CH:13][CH:12]=[CH:11][C:10]=2[O:17][CH3:18])=[O:5])[CH3:2]. The yield is 1.00. (4) The reactants are C(OC([N:8]([CH2:16][C:17]1[CH:24]=[CH:23][C:20]([C:21]#[N:22])=[CH:19][CH:18]=1)C(OC(C)(C)C)=O)=O)(C)(C)C. The catalyst is C(O)(C(F)(F)F)=O.ClCCl. The product is [NH2:22][CH2:21][C:20]1[CH:23]=[CH:24][C:17]([C:16]#[N:8])=[CH:18][CH:19]=1. The yield is 0.680. (5) The reactants are [CH3:1][O:2][C:3]([C:5]1[S:6][CH:7]=[C:8]([Br:11])[C:9]=1[OH:10])=[O:4].[C:12](=O)([O-])[O-].[K+].[K+].IC. The catalyst is CC(C)=O. The product is [CH3:1][O:2][C:3]([C:5]1[S:6][CH:7]=[C:8]([Br:11])[C:9]=1[O:10][CH3:12])=[O:4]. The yield is 1.00. (6) The reactants are Br.[Br:2][C:3]1[CH:4]=[C:5]([CH2:10]Br)[C:6]([NH2:9])=[N:7][CH:8]=1.Cl.[CH3:13][O:14][C:15](=[O:21])[C@H:16]1[CH2:20][CH2:19][CH2:18][NH:17]1.C(N(CC)CC)C. The catalyst is CC#N.O. The product is [CH3:13][O:14][C:15]([C@H:16]1[CH2:20][CH2:19][CH2:18][N:17]1[CH2:10][C:5]1[C:6]([NH2:9])=[N:7][CH:8]=[C:3]([Br:2])[CH:4]=1)=[O:21]. The yield is 0.900. (7) The reactants are CO[C:3]([C:9]1[CH:14]=[CH:13][C:12]([O:15][C:16]2[CH:21]=[CH:20][CH:19]=[CH:18][CH:17]=2)=[CH:11][CH:10]=1)=[C:4]([C:7]#[N:8])[C:5]#[N:6].[Br:22][C:23]1[CH:28]=[CH:27][C:26]([N+:29]([O-:31])=[O:30])=[CH:25][C:24]=1[NH:32][NH2:33]. The catalyst is C(O)C. The product is [NH2:6][C:5]1[N:32]([C:24]2[CH:25]=[C:26]([N+:29]([O-:31])=[O:30])[CH:27]=[CH:28][C:23]=2[Br:22])[N:33]=[C:3]([C:9]2[CH:14]=[CH:13][C:12]([O:15][C:16]3[CH:21]=[CH:20][CH:19]=[CH:18][CH:17]=3)=[CH:11][CH:10]=2)[C:4]=1[C:7]#[N:8]. The yield is 0.210.